Dataset: Forward reaction prediction with 1.9M reactions from USPTO patents (1976-2016). Task: Predict the product of the given reaction. Given the reactants O=[C:2]1[CH2:6][CH2:5][N:4]([C:7]2[CH:12]=[CH:11][C:10]([N:13]3[CH2:17][C@H:16]([CH2:18][O:19][C:20]4[CH:24]=[CH:23][O:22][N:21]=4)[O:15][C:14]3=[O:25])=[CH:9][C:8]=2[F:26])[CH2:3]1.Cl.[NH2:28][OH:29].C([O-])(=O)C.[Na+], predict the reaction product. The product is: [N:28](=[C:2]1[CH2:6][CH2:5][N:4]([C:7]2[CH:12]=[CH:11][C:10]([N:13]3[CH2:17][C@H:16]([CH2:18][O:19][C:20]4[CH:24]=[CH:23][O:22][N:21]=4)[O:15][C:14]3=[O:25])=[CH:9][C:8]=2[F:26])[CH2:3]1)[OH:29].